Dataset: Forward reaction prediction with 1.9M reactions from USPTO patents (1976-2016). Task: Predict the product of the given reaction. The product is: [CH3:19][O:20][C:21]1[CH:27]=[CH:26][CH:25]=[CH:24][C:22]=1[NH:23][C:13](=[O:15])[C:12]1[CH:16]=[CH:17][CH:18]=[C:10]([S:7]([N:1]2[CH2:2][CH2:3][CH2:4][CH2:5][CH2:6]2)(=[O:8])=[O:9])[CH:11]=1. Given the reactants [N:1]1([S:7]([C:10]2[CH:11]=[C:12]([CH:16]=[CH:17][CH:18]=2)[C:13]([OH:15])=O)(=[O:9])=[O:8])[CH2:6][CH2:5][CH2:4][CH2:3][CH2:2]1.[CH3:19][O:20][C:21]1[CH:27]=[CH:26][CH:25]=[CH:24][C:22]=1[NH2:23], predict the reaction product.